This data is from Forward reaction prediction with 1.9M reactions from USPTO patents (1976-2016). The task is: Predict the product of the given reaction. (1) Given the reactants C([N:8]1[CH2:13][CH2:12][N:11]([CH:14]2[CH2:19][CH2:18][N:17]([C:20](=[O:56])[C@H:21]([NH:33][C:34]([N:36]3[CH2:41][CH2:40][CH:39]([N:42]4[C:46]5[CH:47]=[N:48][C:49]6[CH:50]=[CH:51][CH:52]=[CH:53][C:54]=6[C:45]=5[NH:44][C:43]4=[O:55])[CH2:38][CH2:37]3)=[O:35])[CH2:22][C:23]3[CH:32]=[CH:31][C:30]4[CH2:29][CH2:28][CH2:27][CH2:26][C:25]=4[CH:24]=3)[CH2:16][CH2:15]2)[CH2:10][CH2:9]1)C1C=CC=CC=1.[H][H], predict the reaction product. The product is: [O:56]=[C:20]([N:17]1[CH2:16][CH2:15][CH:14]([N:11]2[CH2:10][CH2:9][NH:8][CH2:13][CH2:12]2)[CH2:19][CH2:18]1)[C@H:21]([NH:33][C:34]([N:36]1[CH2:41][CH2:40][CH:39]([N:42]2[C:46]3[CH:47]=[N:48][C:49]4[CH:50]=[CH:51][CH:52]=[CH:53][C:54]=4[C:45]=3[NH:44][C:43]2=[O:55])[CH2:38][CH2:37]1)=[O:35])[CH2:22][C:23]1[CH:32]=[CH:31][C:30]2[CH2:29][CH2:28][CH2:27][CH2:26][C:25]=2[CH:24]=1. (2) Given the reactants [H-].C([Al+]CC(C)C)C(C)C.[CH3:11][N:12]([CH2:14][C:15]1[CH:26]=[CH:25][C:18]([C:19](N(OC)C)=[O:20])=[CH:17][C:16]=1[I:27])[CH3:13].[Cl-].[NH4+].S([O-])([O-])(=O)=O.[Mg+2], predict the reaction product. The product is: [CH3:13][N:12]([CH2:14][C:15]1[CH:26]=[CH:25][C:18]([CH:19]=[O:20])=[CH:17][C:16]=1[I:27])[CH3:11]. (3) Given the reactants C1(C)C=CC(S([CH2:10][N+:11]#[C-])(=O)=O)=CC=1.CC(C)([O-])C.[K+].[CH2:20]([O:24][C:25]1[C:34]2[C:29](=[CH:30][CH:31]=[C:32]([CH:35]=O)[CH:33]=2)[C:28](=[O:37])[N:27]([CH2:38][C:39]([CH3:42])([CH3:41])[CH3:40])[C:26]=1[CH2:43][NH:44][C:45](=[O:51])[O:46][C:47]([CH3:50])([CH3:49])[CH3:48])[CH2:21][CH2:22][CH3:23].CO, predict the reaction product. The product is: [CH2:20]([O:24][C:25]1[C:34]2[C:29](=[CH:30][CH:31]=[C:32]([CH2:35][C:10]#[N:11])[CH:33]=2)[C:28](=[O:37])[N:27]([CH2:38][C:39]([CH3:42])([CH3:41])[CH3:40])[C:26]=1[CH2:43][NH:44][C:45](=[O:51])[O:46][C:47]([CH3:50])([CH3:48])[CH3:49])[CH2:21][CH2:22][CH3:23]. (4) Given the reactants [CH3:1][C:2]1([CH3:13])[C:10]2[CH:9]=[N:8][C:7]([S:11][CH3:12])=[N:6][C:5]=2[NH:4][CH2:3]1.[H-].[Na+].[N:16]1[C:25]2[C:20](=[CH:21][CH:22]=[CH:23][C:24]=2[S:26](Cl)(=[O:28])=[O:27])[CH:19]=[CH:18][CH:17]=1.C(OCC)(=O)C.CCCCCC, predict the reaction product. The product is: [CH3:1][C:2]1([CH3:13])[C:10]2[CH:9]=[N:8][C:7]([S:11][CH3:12])=[N:6][C:5]=2[N:4]([S:26]([C:24]2[CH:23]=[CH:22][CH:21]=[C:20]3[C:25]=2[N:16]=[CH:17][CH:18]=[CH:19]3)(=[O:27])=[O:28])[CH2:3]1. (5) Given the reactants C(Cl)(=O)C(Cl)=O.CS(C)=O.[C:11]([C:13]1[CH:30]=[CH:29][C:16]([O:17][CH2:18][CH2:19][N:20]([CH2:26][CH2:27][OH:28])[C:21]([N:23]([CH3:25])[CH3:24])=[O:22])=[CH:15][CH:14]=1)#[N:12].C(N(CC)CC)C, predict the reaction product. The product is: [C:11]([C:13]1[CH:14]=[CH:15][C:16]([O:17][CH2:18][CH2:19][N:20]([CH2:26][CH:27]=[O:28])[C:21]([N:23]([CH3:24])[CH3:25])=[O:22])=[CH:29][CH:30]=1)#[N:12]. (6) Given the reactants [F:1][C:2]([F:24])([F:23])[C:3]([C:9]1[CH:14]=[CH:13][C:12]([C:15]2[CH:20]=[CH:19][C:18]([CH:21]=O)=[CH:17][CH:16]=2)=[CH:11][CH:10]=1)([OH:8])[C:4]([F:7])([F:6])[F:5].[N:25]1([C:31]([CH:33]2[CH2:37][CH2:36][CH2:35][O:34]2)=[O:32])[CH2:30][CH2:29][NH:28][CH2:27][CH2:26]1.C(=O)C1C=CN=CC=1, predict the reaction product. The product is: [F:1][C:2]([F:23])([F:24])[C:3]([C:9]1[CH:10]=[CH:11][C:12]([C:15]2[CH:20]=[CH:19][C:18]([CH2:21][N:28]3[CH2:27][CH2:26][N:25]([C:31]([CH:33]4[CH2:37][CH2:36][CH2:35][O:34]4)=[O:32])[CH2:30][CH2:29]3)=[CH:17][CH:16]=2)=[CH:13][CH:14]=1)([OH:8])[C:4]([F:5])([F:7])[F:6]. (7) Given the reactants [OH-].[Li+].[O:3]=[C:4]1[C:13]([CH:14]2[CH2:19][CH2:18][N:17]([C:20]([O:22][C@H:23]([CH2:28][C:29]3[CH:37]=[C:36]([CH3:38])[C:35]4[C:31](=[CH:32][N:33]([CH2:39][O:40][CH2:41][CH2:42][Si:43]([CH3:46])([CH3:45])[CH3:44])[N:34]=4)[CH:30]=3)[C:24]([O:26]C)=[O:25])=[O:21])[CH2:16][CH2:15]2)=[CH:12][C:11]2[C:6](=[CH:7][CH:8]=[CH:9][CH:10]=2)[NH:5]1, predict the reaction product. The product is: [CH3:38][C:36]1[C:35]2[C:31](=[CH:32][N:33]([CH2:39][O:40][CH2:41][CH2:42][Si:43]([CH3:46])([CH3:45])[CH3:44])[N:34]=2)[CH:30]=[C:29]([CH2:28][C@@H:23]([O:22][C:20]([N:17]2[CH2:16][CH2:15][CH:14]([C:13]3[C:4](=[O:3])[NH:5][C:6]4[C:11]([CH:12]=3)=[CH:10][CH:9]=[CH:8][CH:7]=4)[CH2:19][CH2:18]2)=[O:21])[C:24]([OH:26])=[O:25])[CH:37]=1.